The task is: Regression/Classification. Given a drug SMILES string, predict its absorption, distribution, metabolism, or excretion properties. Task type varies by dataset: regression for continuous measurements (e.g., permeability, clearance, half-life) or binary classification for categorical outcomes (e.g., BBB penetration, CYP inhibition). Dataset: cyp3a4_veith.. This data is from CYP3A4 inhibition data for predicting drug metabolism from PubChem BioAssay. (1) The result is 0 (non-inhibitor). The compound is COc1ccc(C(=O)N2CCC3(CCN(Cc4ccccc4OC)CC3)CC2)cc1. (2) The molecule is Clc1cccc(SC2CCNCC2)n1. The result is 0 (non-inhibitor). (3) The compound is CCCOc1ccc(N2C(=O)CC(S/C(N)=N/N=C(\C)c3cccs3)C2=O)cc1. The result is 0 (non-inhibitor). (4) The compound is COc1ccc2c(c1)CCc1c(-c3noc4c3CCc3cc(OC)ccc3-4)noc1-2. The result is 0 (non-inhibitor). (5) The molecule is COc1ccc(C(=O)N2CCC3(CCCN(C(=O)Nc4cccc(F)c4)C3)CC2)cc1. The result is 1 (inhibitor). (6) The molecule is COc1ccccc1NC(=O)CN1CCC(C(=O)c2ccc(F)cc2)CC1. The result is 0 (non-inhibitor). (7) The result is 1 (inhibitor). The compound is Cc1ccccc1CSc1nsc(N)n1.